From a dataset of Forward reaction prediction with 1.9M reactions from USPTO patents (1976-2016). Predict the product of the given reaction. (1) Given the reactants [F:1][C:2]1[CH:7]=[CH:6][C:5]([CH2:8][CH2:9][NH2:10])=[CH:4][CH:3]=1.[F:11][C:12]([F:22])([F:21])[C:13]1[CH:20]=[CH:19][C:16]([CH:17]=O)=[CH:15][CH:14]=1.[BH4-].[Na+], predict the reaction product. The product is: [F:1][C:2]1[CH:7]=[CH:6][C:5]([CH2:8][CH2:9][NH:10][CH2:17][C:16]2[CH:15]=[CH:14][C:13]([C:12]([F:11])([F:21])[F:22])=[CH:20][CH:19]=2)=[CH:4][CH:3]=1. (2) Given the reactants [CH3:1][O:2][C:3](=[O:22])[C:4]1[CH:12]=[CH:11][C:7]([C:8]([NH2:10])=O)=[CH:6][C:5]=1C1C=CC=CC=1[N+]([O-])=O.[C:23](O)(=O)[CH3:24], predict the reaction product. The product is: [N:10]1[C:8]2[CH:7]=[CH:6][CH:5]=[CH:23][C:24]=2[NH:10][C:8]=1[C:7]1[CH:6]=[CH:5][C:4]([C:3]([O:2][CH3:1])=[O:22])=[CH:12][CH:11]=1. (3) Given the reactants Cl.[Cl:2][C:3]1[CH:8]=[CH:7][C:6]([CH2:9][C@@H:10]([C:14]2[CH:19]=[CH:18][CH:17]=[C:16]([C:20]#[N:21])[CH:15]=2)[C@@H:11]([NH2:13])[CH3:12])=[CH:5][CH:4]=1.C(N(C(C)C)CC)(C)C.Cl[C:32]1[CH:37]=[CH:36][C:35]([C:38](=O)[C:39]([CH3:42])([OH:41])[CH3:40])=[CH:34][CH:33]=1.C(O[BH-](OC(=O)C)OC(=O)C)(=O)C.[Na+], predict the reaction product. The product is: [Cl:2][C:3]1[CH:8]=[CH:7][C:6]([CH2:9][C@@H:10]([C:14]2[CH:15]=[C:16]([CH:17]=[CH:18][CH:19]=2)[C:20]#[N:21])[C@@H:11]([NH:13][CH:38]([C:35]2[CH:36]=[CH:37][CH:32]=[CH:33][CH:34]=2)[C:39]([OH:41])([CH3:42])[CH3:40])[CH3:12])=[CH:5][CH:4]=1. (4) The product is: [CH2:1]([NH:3][C:4]([NH:6][C:7]1[S:8][C:9]2[C:15]([C:16]3[CH:21]=[CH:20][CH:19]=[CH:18][N:17]=3)=[CH:14][C:13]([C:22]3[S:26][N:25]=[C:24]([N:27]4[CH2:28][CH2:29][C:30]([CH3:38])([C:33]([OH:35])=[O:34])[CH2:31][CH2:32]4)[N:23]=3)=[CH:12][C:10]=2[N:11]=1)=[O:5])[CH3:2]. Given the reactants [CH2:1]([NH:3][C:4]([NH:6][C:7]1[S:8][C:9]2[C:15]([C:16]3[CH:21]=[CH:20][CH:19]=[CH:18][N:17]=3)=[CH:14][C:13]([C:22]3[S:26][N:25]=[C:24]([N:27]4[CH2:32][CH2:31][C:30]([CH3:38])([C:33]([O:35]CC)=[O:34])[CH2:29][CH2:28]4)[N:23]=3)=[CH:12][C:10]=2[N:11]=1)=[O:5])[CH3:2].[OH-].[Na+], predict the reaction product. (5) Given the reactants Cl[C:2]1[N:7]=[CH:6][C:5]([C:8]2[C:13]([C:14]([F:17])([F:16])[F:15])=[CH:12][CH:11]=[CH:10][N:9]=2)=[CH:4][C:3]=1[NH2:18].[Cl-].[NH4+].[OH-].[NH4+].C[N:24]([CH:26]=[O:27])C, predict the reaction product. The product is: [NH2:18][C:3]1[C:2]([C:26]([NH2:24])=[O:27])=[N:7][CH:6]=[C:5]([C:8]2[C:13]([C:14]([F:17])([F:16])[F:15])=[CH:12][CH:11]=[CH:10][N:9]=2)[CH:4]=1. (6) Given the reactants [F:1][C:2]([F:22])([F:21])[C:3]1[CH:20]=[CH:19][C:6]([CH2:7][N:8]2[CH:13]([C:14](O)=[O:15])[CH:12]3[CH2:17][CH2:18][CH:9]2[CH2:10][CH2:11]3)=[CH:5][CH:4]=1.Cl.[NH2:24][C:25]1([C:28]2[CH:37]=[CH:36][C:31]([C:32]([O:34][CH3:35])=[O:33])=[CH:30][CH:29]=2)[CH2:27][CH2:26]1, predict the reaction product. The product is: [F:21][C:2]([F:1])([F:22])[C:3]1[CH:4]=[CH:5][C:6]([CH2:7][N:8]2[CH:13]([C:14]([NH:24][C:25]3([C:28]4[CH:37]=[CH:36][C:31]([C:32]([O:34][CH3:35])=[O:33])=[CH:30][CH:29]=4)[CH2:27][CH2:26]3)=[O:15])[CH:12]3[CH2:17][CH2:18][CH:9]2[CH2:10][CH2:11]3)=[CH:19][CH:20]=1. (7) Given the reactants Cl[C:2]1[C:7]([C:8]#[N:9])=[C:6]([C:10]([F:13])([F:12])[F:11])[CH:5]=[C:4]([C:14]2[CH:19]=[CH:18][CH:17]=[CH:16][C:15]=2[Cl:20])[N:3]=1.Cl.[NH:22]1[CH2:27][CH2:26][CH2:25][CH:24]([NH:28][C:29]2[N:34]=[CH:33][C:32]([C:35]#[N:36])=[CH:31][CH:30]=2)[CH2:23]1, predict the reaction product. The product is: [Cl:20][C:15]1[CH:16]=[CH:17][CH:18]=[CH:19][C:14]=1[C:4]1[N:3]=[C:2]([N:22]2[CH2:27][CH2:26][CH2:25][CH:24]([NH:28][C:29]3[CH:30]=[CH:31][C:32]([C:35]#[N:36])=[CH:33][N:34]=3)[CH2:23]2)[C:7]([C:8]#[N:9])=[C:6]([C:10]([F:13])([F:12])[F:11])[CH:5]=1. (8) Given the reactants [CH:1]1([CH:7]([O:20][CH3:21])[C:8]2[CH:13]=[CH:12][C:11]([C:14]([F:17])([F:16])[F:15])=[CH:10][C:9]=2[CH2:18][OH:19])[CH2:6][CH2:5][CH2:4][CH2:3][CH2:2]1.CC(OI1(OC(C)=O)(OC(C)=O)OC(=O)C2C=CC=CC1=2)=O.[OH-].[Na+], predict the reaction product. The product is: [CH:1]1([CH:7]([O:20][CH3:21])[C:8]2[CH:13]=[CH:12][C:11]([C:14]([F:16])([F:17])[F:15])=[CH:10][C:9]=2[CH:18]=[O:19])[CH2:6][CH2:5][CH2:4][CH2:3][CH2:2]1. (9) The product is: [Cl:25][CH2:26][C:27]([NH:17][C:13]1[CH:14]=[CH:15][CH:16]=[C:11]([C:2]2[CH:3]=[N:4][C:5]3[C:10](=[CH:9][CH:8]=[CH:7][CH:6]=3)[N:1]=2)[CH:12]=1)=[O:28]. Given the reactants [N:1]1[C:10]2[C:5](=[CH:6][CH:7]=[CH:8][CH:9]=2)[N:4]=[CH:3][C:2]=1[C:11]1[CH:12]=[C:13]([NH2:17])[CH:14]=[CH:15][CH:16]=1.CCN(CC)CC.[Cl:25][CH2:26][C:27](Cl)=[O:28], predict the reaction product.